From a dataset of Forward reaction prediction with 1.9M reactions from USPTO patents (1976-2016). Predict the product of the given reaction. (1) Given the reactants Br[C:2]1[CH:7]=[CH:6][CH:5]=[CH:4][N:3]=1.[CH2:8]([C:12]1[S:13][C:14]2[CH:20]=[CH:19][CH:18]=[C:17]([CH3:21])[C:15]=2[N:16]=1)[CH2:9][C:10]#[CH:11], predict the reaction product. The product is: [CH3:21][C:17]1[C:15]2[N:16]=[C:12]([CH2:8][CH2:9][C:10]#[C:11][C:2]3[CH:7]=[CH:6][CH:5]=[CH:4][N:3]=3)[S:13][C:14]=2[CH:20]=[CH:19][CH:18]=1. (2) Given the reactants [NH:1]1[C:9]2[C:4](=[CH:5][CH:6]=[CH:7][CH:8]=2)[C:3](/[CH:10]=[CH:11]/[C:12]2[CH:25]=[CH:24][C:15]([C:16]([N:18]3[CH2:23][CH2:22][NH:21][CH2:20][CH2:19]3)=[O:17])=[CH:14][CH:13]=2)=[N:2]1.C(OC([NH:33][CH2:34][CH2:35][C:36](O)=[O:37])=O)(C)(C)C.O.ON1C2C=CC=CC=2N=N1.[ClH:50].C(N=C=NCCCN(C)C)C.CN1CCOCC1.Cl.CO, predict the reaction product. The product is: [ClH:50].[ClH:50].[NH2:33][CH2:34][CH2:35][C:36]([N:21]1[CH2:22][CH2:23][N:18]([C:16](=[O:17])[C:15]2[CH:14]=[CH:13][C:12](/[CH:11]=[CH:10]/[C:3]3[C:4]4[C:9](=[CH:8][CH:7]=[CH:6][CH:5]=4)[NH:1][N:2]=3)=[CH:25][CH:24]=2)[CH2:19][CH2:20]1)=[O:37]. (3) Given the reactants Cl[C:2]1[N:7]=[C:6]([N:8]2[CH2:13][CH2:12][O:11][CH2:10][C@@H:9]2[CH3:14])[CH:5]=[C:4]([C:15]([S:18]([CH3:21])(=[O:20])=[O:19])([CH3:17])[CH3:16])[N:3]=1.[C:22]12[CH:30]=[CH:29][NH:28][C:27]1=[N:26][CH:25]=[C:24](B(O)O)[CH:23]=2.C(=O)([O-])[O-].[Na+].[Na+], predict the reaction product. The product is: [CH3:14][C@H:9]1[CH2:10][O:11][CH2:12][CH2:13][N:8]1[C:6]1[CH:5]=[C:4]([C:15]([S:18]([CH3:21])(=[O:20])=[O:19])([CH3:17])[CH3:16])[N:3]=[C:2]([C:24]2[CH:23]=[C:22]3[C:27](=[N:26][CH:25]=2)[NH:28][CH:29]=[CH:30]3)[N:7]=1. (4) The product is: [F:6][C:7]1[CH:8]=[CH:9][C:10]([C:13](=[CH:29][C:30]2[CH:35]=[C:34]([O:36][CH3:37])[C:33]([O:38][CH3:39])=[C:32]([O:40][CH3:41])[CH:31]=2)[C:14]([NH:16][CH2:17][C:18]2[CH:28]=[CH:27][C:21]([C:22]([NH:2][OH:3])=[O:23])=[CH:20][CH:19]=2)=[O:15])=[CH:11][CH:12]=1. Given the reactants Cl.[NH2:2][OH:3].[OH-].[K+].[F:6][C:7]1[CH:12]=[CH:11][C:10]([C:13](=[CH:29][C:30]2[CH:35]=[C:34]([O:36][CH3:37])[C:33]([O:38][CH3:39])=[C:32]([O:40][CH3:41])[CH:31]=2)[C:14]([NH:16][CH2:17][C:18]2[CH:28]=[CH:27][C:21]([C:22](OCC)=[O:23])=[CH:20][CH:19]=2)=[O:15])=[CH:9][CH:8]=1.O, predict the reaction product.